This data is from Full USPTO retrosynthesis dataset with 1.9M reactions from patents (1976-2016). The task is: Predict the reactants needed to synthesize the given product. Given the product [F:1][C:2]1[CH:7]=[CH:6][C:5]([O:8][CH:9]([CH3:11])[CH3:10])=[C:4]([NH:12][C:13]([NH2:25])=[S:14])[CH:3]=1, predict the reactants needed to synthesize it. The reactants are: [F:1][C:2]1[CH:7]=[CH:6][C:5]([O:8][CH:9]([CH3:11])[CH3:10])=[C:4]([N:12]=[C:13]=[S:14])[CH:3]=1.C(OC1C=CC=CC=1[N:25]=C=S)(C)C.